From a dataset of Reaction yield outcomes from USPTO patents with 853,638 reactions. Predict the reaction yield, written as a fraction of the theoretical maximum amount of product (1.0 means a 100% yield; for example, 0.34 means a 34% yield). (1) The reactants are [F:1][C:2]1[CH:10]=[CH:9][CH:8]=[C:7]([F:11])[C:3]=1[C:4](=[S:6])[NH2:5].C([CH:14](Br)[C:15](=O)[C:16]([O-:18])=[O:17])C.[CH2:21](O)[CH3:22]. No catalyst specified. The product is [F:1][C:2]1[CH:10]=[CH:9][CH:8]=[C:7]([F:11])[C:3]=1[C:4]1[S:6][CH:14]=[C:15]([C:16]([O:18][CH2:21][CH3:22])=[O:17])[N:5]=1. The yield is 0.840. (2) The reactants are [I:1][C:2]1[CH:3]=[C:4]2[C:8](=[CH:9][CH:10]=1)[NH:7][C:6](=[O:11])[C:5]2=O.O1C[CH2:17][CH2:16][N:15]([CH2:19][C:20]2[CH:36]=[CH:35][C:23]([O:24][C:25]3[CH:34]=[CH:33][C:28]([C:29]([NH:31][NH2:32])=[O:30])=[CH:27][CH:26]=3)=[CH:22][CH:21]=2)[CH2:14]1.[C:37](O)(=[O:39])C. No catalyst specified. The product is [I:1][C:2]1[CH:3]=[C:4]2[C:8](=[CH:9][CH:10]=1)[NH:7][C:6](=[O:11])[C:5]2=[N:32][NH:31][C:29](=[O:30])[C:28]1[CH:27]=[CH:26][C:25]([O:24][C:23]2[CH:22]=[CH:21][C:20]([CH2:19][N:15]3[CH2:16][CH2:17][O:39][CH2:37][CH2:14]3)=[CH:36][CH:35]=2)=[CH:34][CH:33]=1. The yield is 0.670. (3) The catalyst is CCO.O. The product is [F:1][C:2]1[CH:3]=[C:4]([N:9]2[CH:13]=[N:12][C:11]([C:14]([OH:16])=[O:15])=[N:10]2)[CH:5]=[CH:6][C:7]=1[F:8]. The reactants are [F:1][C:2]1[CH:3]=[C:4]([N:9]2[CH:13]=[N:12][C:11]([C:14]([O:16]CC)=[O:15])=[N:10]2)[CH:5]=[CH:6][C:7]=1[F:8].[OH-].[Na+]. The yield is 0.840. (4) The reactants are Cl.C(OC([N:9]1[CH:14]([C:15]2[NH:19][C:18]3[CH:20]=[C:21]([C:24]4[CH:25]=[CH:26][C:27]5[C:31]6[CH:32]=[CH:33][C:34]([C:36]7[NH:37][C:38]([CH:41]8[CH2:45][CH2:44][CH2:43][N:42]8C(OC(C)(C)C)=O)=[N:39][CH:40]=7)=[CH:35][C:30]=6[S:29][C:28]=5[CH:53]=4)[CH:22]=[CH:23][C:17]=3[N:16]=2)[CH:13]2[CH2:54][CH:10]1[CH2:11][CH2:12]2)=O)(C)(C)C.[CH3:55][O:56][C:57]([NH:59][CH:60]([CH:64]([CH3:66])[CH3:65])[C:61](O)=[O:62])=[O:58].C[N:68]1[CH2:73][CH2:72][O:71]CC1.CN(C(ON1N=N[C:84]2[CH:85]=CC=N[C:83]1=2)=[N+](C)C)C.F[P-](F)(F)(F)(F)F.[C:98]([O:101][CH2:102]C)(=[O:100])C. The catalyst is O1CCOCC1.C(Cl)Cl. The product is [CH3:102][O:101][C:98](=[O:100])[NH:68][CH:73]([C:72]([N:42]1[CH2:43][CH2:44][CH2:45][CH:41]1[C:38]1[NH:37][C:36]([C:34]2[CH:33]=[CH:32][C:31]3[C:27]4[CH:26]=[CH:25][C:24]([C:21]5[CH:22]=[CH:23][C:17]6[N:16]=[C:15]([CH:14]7[CH:13]8[CH2:54][CH:10]([CH2:11][CH2:12]8)[N:9]7[C:61](=[O:62])[CH:60]([NH:59][C:57]([O:56][CH3:55])=[O:58])[CH:64]([CH3:66])[CH3:65])[NH:19][C:18]=6[CH:20]=5)=[CH:53][C:28]=4[S:29][C:30]=3[CH:35]=2)=[CH:40][N:39]=1)=[O:71])[CH:84]([CH3:85])[CH3:83]. The yield is 0.590.